From a dataset of Full USPTO retrosynthesis dataset with 1.9M reactions from patents (1976-2016). Predict the reactants needed to synthesize the given product. (1) Given the product [C:21]([N:1]1[C:2]2[C:3](=[C:4]([O:5][C:6]3[CH:15]=[C:14]([F:16])[CH:13]=[CH:12][C:7]=3[C:8]([O:10][CH3:11])=[O:9])[CH:17]=[CH:18][CH:19]=2)[CH:20]=[N:33]1)(=[O:24])[CH3:22], predict the reactants needed to synthesize it. The reactants are: [NH2:1][C:2]1[C:3]([CH3:20])=[C:4]([CH:17]=[CH:18][CH:19]=1)[O:5][C:6]1[CH:15]=[C:14]([F:16])[CH:13]=[CH:12][C:7]=1[C:8]([O:10][CH3:11])=[O:9].[C:21]([O:24]C(=O)C)(=O)[CH3:22].C([O-])(=O)C.[K+].[N:33](OCCC(C)C)=O. (2) The reactants are: [C:1]([NH:5][C:6]1[N:15]([CH3:16])[C:14](=[O:17])[C:13]2[C:8](=[C:9](I)[CH:10]=[CH:11][CH:12]=2)[N:7]=1)([CH3:4])([CH3:3])[CH3:2].[CH3:19][O:20][CH2:21][CH:22]1[C:26]2[NH:27][C:28](B3OC(C)(C)C(C)(C)O3)=[CH:29][C:25]=2[C:24](=[O:39])[NH:23]1.CC(C1C=C(C(C)C)C(C2C=CC=CC=2P(C2CCCCC2)C2CCCCC2)=C(C(C)C)C=1)C.[O-]P([O-])([O-])=O.[K+].[K+].[K+]. Given the product [C:1]([NH:5][C:6]1[N:15]([CH3:16])[C:14](=[O:17])[C:13]2[C:8](=[C:9]([C:28]3[NH:27][C:26]4[CH:22]([CH2:21][O:20][CH3:19])[NH:23][C:24](=[O:39])[C:25]=4[CH:29]=3)[CH:10]=[CH:11][CH:12]=2)[N:7]=1)([CH3:4])([CH3:3])[CH3:2], predict the reactants needed to synthesize it. (3) Given the product [OH:32][CH:33]([CH2:36][OH:37])[CH2:34][NH:35][C:2]1[C:30]([CH3:31])=[CH:29][C:5]2[N:6]=[C:7]3[C:12]([N:13]([CH2:14][CH2:15][CH2:16][CH2:17][CH2:18][CH2:19][C:20]([O:22][C:23]([CH3:26])([CH3:25])[CH3:24])=[O:21])[C:4]=2[CH:3]=1)=[N:11][C:10](=[O:27])[NH:9][C:8]3=[O:28], predict the reactants needed to synthesize it. The reactants are: Cl[C:2]1[C:30]([CH3:31])=[CH:29][C:5]2[N:6]=[C:7]3[C:12]([N:13]([CH2:14][CH2:15][CH2:16][CH2:17][CH2:18][CH2:19][C:20]([O:22][C:23]([CH3:26])([CH3:25])[CH3:24])=[O:21])[C:4]=2[CH:3]=1)=[N:11][C:10](=[O:27])[NH:9][C:8]3=[O:28].[OH:32][CH:33]([CH2:36][OH:37])[CH2:34][NH2:35]. (4) Given the product [CH3:13][Si:14]([CH3:29])([CH3:28])[CH2:15][CH2:16][O:17][C:18]([NH:2][CH2:3][CH2:4][CH2:5][CH2:6][CH2:7][CH2:8][C:9]([O:11][CH3:12])=[O:10])=[O:19], predict the reactants needed to synthesize it. The reactants are: Cl.[NH2:2][CH2:3][CH2:4][CH2:5][CH2:6][CH2:7][CH2:8][C:9]([O:11][CH3:12])=[O:10].[CH3:13][Si:14]([CH3:29])([CH3:28])[CH2:15][CH2:16][O:17][C:18](ON1C(=O)CCC1=O)=[O:19].C(N(CC)CC)C.